Dataset: NCI-60 drug combinations with 297,098 pairs across 59 cell lines. Task: Regression. Given two drug SMILES strings and cell line genomic features, predict the synergy score measuring deviation from expected non-interaction effect. (1) Drug 1: C1=CN(C(=O)N=C1N)C2C(C(C(O2)CO)O)O.Cl. Drug 2: CC(C)NC(=O)C1=CC=C(C=C1)CNNC.Cl. Cell line: OVCAR-5. Synergy scores: CSS=27.8, Synergy_ZIP=-2.34, Synergy_Bliss=1.19, Synergy_Loewe=-18.4, Synergy_HSA=1.44. (2) Drug 1: CC=C1C(=O)NC(C(=O)OC2CC(=O)NC(C(=O)NC(CSSCCC=C2)C(=O)N1)C(C)C)C(C)C. Drug 2: CC(C)(C#N)C1=CC(=CC(=C1)CN2C=NC=N2)C(C)(C)C#N. Cell line: SR. Synergy scores: CSS=53.4, Synergy_ZIP=2.67, Synergy_Bliss=1.07, Synergy_Loewe=-34.8, Synergy_HSA=1.63. (3) Drug 1: CC1=CC=C(C=C1)C2=CC(=NN2C3=CC=C(C=C3)S(=O)(=O)N)C(F)(F)F. Drug 2: CCC1=C2CN3C(=CC4=C(C3=O)COC(=O)C4(CC)O)C2=NC5=C1C=C(C=C5)O. Cell line: RPMI-8226. Synergy scores: CSS=26.8, Synergy_ZIP=0.00901, Synergy_Bliss=3.14, Synergy_Loewe=-9.93, Synergy_HSA=1.88.